Predict the reactants needed to synthesize the given product. From a dataset of Full USPTO retrosynthesis dataset with 1.9M reactions from patents (1976-2016). (1) Given the product [N:24]1([S:30]([C:33]2[CH:34]=[C:35]([NH:39][C:21]([C:20]3[CH:19]=[N:18][N:11]4[C:12]([C:14]([F:16])([F:15])[F:17])=[CH:13][C:8]([C:5]5[CH:6]=[CH:7][C:2]([Cl:1])=[CH:3][CH:4]=5)=[N:9][C:10]=34)=[O:22])[CH:36]=[CH:37][CH:38]=2)(=[O:32])=[O:31])[CH2:25][CH2:26][O:27][CH2:28][CH2:29]1, predict the reactants needed to synthesize it. The reactants are: [Cl:1][C:2]1[CH:7]=[CH:6][C:5]([C:8]2[CH:13]=[C:12]([C:14]([F:17])([F:16])[F:15])[N:11]3[N:18]=[CH:19][C:20]([C:21](O)=[O:22])=[C:10]3[N:9]=2)=[CH:4][CH:3]=1.[N:24]1([S:30]([C:33]2[CH:34]=[C:35]([NH2:39])[CH:36]=[CH:37][CH:38]=2)(=[O:32])=[O:31])[CH2:29][CH2:28][O:27][CH2:26][CH2:25]1. (2) Given the product [CH:3]1([C@H:9]([NH:14][C:15]([C:17]2[CH:22]=[CH:21][C:20]([C:23]3[CH:24]=[CH:25][CH:26]=[CH:27][CH:28]=3)=[CH:19][C:18]=2[NH:29][C:30]([NH:32][C:33]2[C:38]([CH3:39])=[CH:37][CH:36]=[CH:35][C:34]=2[CH3:40])=[O:31])=[O:16])[C:10]([OH:12])=[O:11])[CH2:4][CH2:5][CH2:6][CH2:7][CH2:8]1, predict the reactants needed to synthesize it. The reactants are: [OH-].[Li+].[CH:3]1([C@H:9]([NH:14][C:15]([C:17]2[CH:22]=[CH:21][C:20]([C:23]3[CH:28]=[CH:27][CH:26]=[CH:25][CH:24]=3)=[CH:19][C:18]=2[NH:29][C:30]([NH:32][C:33]2[C:38]([CH3:39])=[CH:37][CH:36]=[CH:35][C:34]=2[CH3:40])=[O:31])=[O:16])[C:10]([O:12]C)=[O:11])[CH2:8][CH2:7][CH2:6][CH2:5][CH2:4]1.CO.Cl. (3) The reactants are: [I:1][C:2]1[C:10]2[C:5](=[N:6][CH:7]=[N:8][C:9]=2[NH:11]C(=O)OC(C)(C)C)[N:4]([C:19]2[CH:24]=[CH:23][CH:22]=[C:21]([NH:25][CH3:26])[CH:20]=2)[N:3]=1.[C:27](Cl)(=[O:30])[CH:28]=[CH2:29].C(O)(C(F)(F)F)=O. Given the product [NH2:11][C:9]1[N:8]=[CH:7][N:6]=[C:5]2[N:4]([C:19]3[CH:20]=[C:21]([N:25]([CH3:26])[C:27](=[O:30])[CH:28]=[CH2:29])[CH:22]=[CH:23][CH:24]=3)[N:3]=[C:2]([I:1])[C:10]=12, predict the reactants needed to synthesize it. (4) Given the product [NH2:9][C:10]1[N:15]=[C:14]([CH2:16][N:17]2[CH2:21][CH2:20][CH2:19][C:18]2=[O:22])[C:13]([O:23][C:24]2[CH:25]=[N:26][C:27]([S:30]([CH3:33])(=[O:31])=[O:32])=[CH:28][CH:29]=2)=[CH:12][CH:11]=1, predict the reactants needed to synthesize it. The reactants are: COC1C=CC([NH:9][C:10]2[N:15]=[C:14]([CH2:16][N:17]3[CH2:21][CH2:20][CH2:19][C:18]3=[O:22])[C:13]([O:23][C:24]3[CH:25]=[N:26][C:27]([S:30]([CH3:33])(=[O:32])=[O:31])=[CH:28][CH:29]=3)=[CH:12][CH:11]=2)=CC=1.FC(F)(F)C(O)=O. (5) Given the product [CH3:11][C:10]1[O:9][N:8]=[C:7]([C:12]2[CH:13]=[CH:14][CH:15]=[CH:16][CH:17]=2)[C:6]=1[C:4]1[N:3]=[CH:2][N:1]([C:23]2[CH:24]=[CH:25][C:20]([C:18]#[N:19])=[CH:21][CH:22]=2)[CH:5]=1, predict the reactants needed to synthesize it. The reactants are: [NH:1]1[CH:5]=[C:4]([C:6]2[C:7]([C:12]3[CH:17]=[CH:16][CH:15]=[CH:14][CH:13]=3)=[N:8][O:9][C:10]=2[CH3:11])[N:3]=[CH:2]1.[C:18]([C:20]1[CH:25]=[CH:24][C:23](B(O)O)=[CH:22][CH:21]=1)#[N:19]. (6) Given the product [CH2:6]([N:8]1[CH2:16][C:15]2[C:10](=[CH:11][C:12]([N+:1]([O-:4])=[O:2])=[C:13]([NH:17][C:18](=[O:20])[CH3:19])[CH:14]=2)[CH2:9]1)[CH3:7], predict the reactants needed to synthesize it. The reactants are: [N+:1]([O-:4])([O-])=[O:2].[K+].[CH2:6]([N:8]1[CH2:16][C:15]2[C:10](=[CH:11][CH:12]=[C:13]([NH:17][C:18](=[O:20])[CH3:19])[CH:14]=2)[CH2:9]1)[CH3:7]. (7) Given the product [CH:81]1[C:82](=[O:83])[NH:80][C:79](=[O:14])[N:78]([C@@H:76]2[O:77][C@H:73]([CH2:72][O:71][P:59]([O:62][P:63]([O:66][P:67]([OH:69])([OH:70])=[O:68])([OH:65])=[O:64])([OH:60])=[O:61])[C@@H:74]([OH:89])[CH2:75]2)[CH:88]=1, predict the reactants needed to synthesize it. The reactants are: C1N=C2N([C@@H]3[O:14][C@H](COP(OP(OP(O)(O)=O)(O)=O)(O)=O)[C@@H](O)C3)C=NC2=C(N)N=1.P(OC[C@H]1O[C@@H](N2C=CC(N)=NC2=O)C[C@@H]1O)(OP(OP(O)(O)=O)(O)=O)(=O)O.[P:59]([O:71][CH2:72][C@H:73]1[O:77][C@@H:76]([N:78]2[C:88]3N=C(N)N[C:82](=[O:83])[C:81]=3[N:80]=[CH:79]2)[CH2:75][C@@H:74]1[OH:89])([O:62][P:63]([O:66][P:67]([OH:70])([OH:69])=[O:68])([OH:65])=[O:64])(=[O:61])[OH:60]. (8) Given the product [I:16][C:17]1[CH:22]=[CH:21][C:20]([O:23][CH2:2][CH2:3][CH2:4][CH2:5][CH2:6][CH2:7][CH2:8][CH2:9][CH2:10][CH2:11][C:12]([O:14][CH3:15])=[O:13])=[CH:19][CH:18]=1, predict the reactants needed to synthesize it. The reactants are: Br[CH2:2][CH2:3][CH2:4][CH2:5][CH2:6][CH2:7][CH2:8][CH2:9][CH2:10][CH2:11][C:12]([O:14][CH3:15])=[O:13].[I:16][C:17]1[CH:22]=[CH:21][C:20]([OH:23])=[CH:19][CH:18]=1.C(=O)([O-])[O-].[K+].[K+].